Dataset: Forward reaction prediction with 1.9M reactions from USPTO patents (1976-2016). Task: Predict the product of the given reaction. (1) The product is: [C:1]12([CH2:11][NH:12][C:13](=[O:25])[C:14]3[CH:19]=[C:18]([CH2:20][CH2:21][CH2:22][NH:26][CH2:27][CH2:28][CH2:35][OH:36])[CH:17]=[N:16][C:15]=3[Cl:24])[CH2:10][CH:5]3[CH2:6][CH:7]([CH2:9][CH:3]([CH2:4]3)[CH2:2]1)[CH2:8]2. Given the reactants [C:1]12([CH2:11][NH:12][C:13](=[O:25])[C:14]3[CH:19]=[C:18]([CH2:20][CH2:21][CH:22]=O)[CH:17]=[N:16][C:15]=3[Cl:24])[CH2:10][CH:5]3[CH2:6][CH:7]([CH2:9][CH:3]([CH2:4]3)[CH2:2]1)[CH2:8]2.[NH2:26][CH2:27][CH2:28]CO.C([BH3-])#N.[Na+].[CH3:35][OH:36], predict the reaction product. (2) Given the reactants Br[C:2]1[S:6][C:5]([NH:7][C:8](=[O:22])[N:9]([CH:16]2[CH2:21][CH2:20][CH2:19][CH2:18][CH2:17]2)[CH:10]2[CH2:15][CH2:14][CH2:13][CH2:12][CH2:11]2)=[N:4][CH:3]=1.[C:23]([O:27][CH3:28])(=[O:26])[CH2:24][SH:25], predict the reaction product. The product is: [CH3:28][O:27][C:23](=[O:26])[CH2:24][S:25][C:2]1[S:6][C:5]([NH:7][C:8]([N:9]([CH:16]2[CH2:21][CH2:20][CH2:19][CH2:18][CH2:17]2)[CH:10]2[CH2:15][CH2:14][CH2:13][CH2:12][CH2:11]2)=[O:22])=[N:4][CH:3]=1. (3) Given the reactants C[O:2][C:3]([CH:5]1[CH2:10][CH2:9][N:8]([C:11]2[CH:16]=[CH:15][C:14]([NH:17][C:18]([C:20]3[N:21]=[C:22]([C:29]4[CH:34]=[CH:33][CH:32]=[CH:31][CH:30]=4)[O:23][C:24]=3[C:25]([F:28])([F:27])[F:26])=[O:19])=[CH:13][CH:12]=2)[CH2:7][CH2:6]1)=[O:4].[OH-].[Na+], predict the reaction product. The product is: [C:29]1([C:22]2[O:23][C:24]([C:25]([F:26])([F:27])[F:28])=[C:20]([C:18]([NH:17][C:14]3[CH:13]=[CH:12][C:11]([N:8]4[CH2:7][CH2:6][CH:5]([C:3]([OH:4])=[O:2])[CH2:10][CH2:9]4)=[CH:16][CH:15]=3)=[O:19])[N:21]=2)[CH:34]=[CH:33][CH:32]=[CH:31][CH:30]=1. (4) Given the reactants C[C:2]1[C:3](Cl)=[N:4][C:5]([Cl:11])=[C:6]([CH:10]=1)[C:7]([OH:9])=O.[O:13]([C:20]1[CH:28]=[CH:27][C:23]([CH2:24][CH2:25][NH2:26])=[CH:22][CH:21]=1)[C:14]1[CH:19]=[CH:18][CH:17]=[CH:16][CH:15]=1.[CH3:29][N:30]1[CH2:35][CH2:34][NH:33][CH2:32][CH2:31]1, predict the reaction product. The product is: [Cl:11][C:5]1[N:4]=[C:3]([N:33]2[CH2:34][CH2:35][N:30]([CH3:29])[CH2:31][CH2:32]2)[CH:2]=[CH:10][C:6]=1[C:7]([NH:26][CH2:25][CH2:24][C:23]1[CH:22]=[CH:21][C:20]([O:13][C:14]2[CH:15]=[CH:16][CH:17]=[CH:18][CH:19]=2)=[CH:28][CH:27]=1)=[O:9].